Dataset: Aqueous solubility values for 9,982 compounds from the AqSolDB database. Task: Regression/Classification. Given a drug SMILES string, predict its absorption, distribution, metabolism, or excretion properties. Task type varies by dataset: regression for continuous measurements (e.g., permeability, clearance, half-life) or binary classification for categorical outcomes (e.g., BBB penetration, CYP inhibition). For this dataset (solubility_aqsoldb), we predict Y. (1) The drug is O=NN(CCCl)C(=O)NCCCl. The Y is -1.73 log mol/L. (2) The molecule is Clc1cccc(-c2c(Cl)c(Cl)cc(Cl)c2Cl)c1. The Y is -7.76 log mol/L. (3) The compound is Clc1ccc(-c2cc(Cl)c(Cl)c(Cl)c2)cc1. The Y is -7.96 log mol/L. (4) The drug is CN=C(SC)N(C)C. The Y is -0.440 log mol/L. (5) The compound is CC(C)CCOCC(O)COCCC(C)C. The Y is -1.37 log mol/L. (6) The compound is O=[N+](O)OC1CCCCC1O[N+](=O)O. The Y is -2.35 log mol/L.